Dataset: Full USPTO retrosynthesis dataset with 1.9M reactions from patents (1976-2016). Task: Predict the reactants needed to synthesize the given product. (1) Given the product [Cl:23][C:24]1[C:25]([CH2:30][NH:31][C:18]([CH:16]2[CH2:15][C:14](=[CH2:13])[CH2:17]2)=[O:20])=[N:26][CH:27]=[CH:28][N:29]=1, predict the reactants needed to synthesize it. The reactants are: C(N1C=CN=C1)(N1C=CN=C1)=O.[CH2:13]=[C:14]1[CH2:17][CH:16]([C:18]([OH:20])=O)[CH2:15]1.Cl.Cl.[Cl:23][C:24]1[C:25]([CH2:30][NH2:31])=[N:26][CH:27]=[CH:28][N:29]=1.CCN(C(C)C)C(C)C. (2) The reactants are: [CH2:1]([C:3]1[CH:8]=[CH:7][C:6]([O:9][CH3:10])=[CH:5][C:4]=1[F:11])[CH3:2].C1C(=O)N([Br:19])C(=O)C1.[O-]S([O-])=O.[Na+].[Na+]. Given the product [Br:19][C:7]1[CH:8]=[C:3]([CH2:1][CH3:2])[C:4]([F:11])=[CH:5][C:6]=1[O:9][CH3:10], predict the reactants needed to synthesize it. (3) Given the product [N:1]1([CH2:8][C:9]([NH:11][C:12]2[CH:21]=[C:20]3[C:15]([CH:16]=[C:17]([C:23]4[CH:28]=[CH:27][CH:26]=[CH:25][CH:24]=4)[NH:18][C:19]3=[O:22])=[CH:14][CH:13]=2)=[O:10])[CH2:6][CH2:5][O:4][CH2:3][CH2:2]1, predict the reactants needed to synthesize it. The reactants are: [NH:1]1[CH2:6][CH2:5][O:4][CH2:3][CH2:2]1.Cl[CH2:8][C:9]([NH:11][C:12]1[CH:21]=[C:20]2[C:15]([CH:16]=[C:17]([C:23]3[CH:28]=[CH:27][CH:26]=[CH:25][CH:24]=3)[NH:18][C:19]2=[O:22])=[CH:14][CH:13]=1)=[O:10].[OH-].[Na+]. (4) Given the product [OH:48][C:49]([C:2]1[C:21]([C:22]2[CH:23]=[N:24][CH:25]=[N:26][CH:27]=2)=[CH:20][C:5]([C:6]([NH:8][C:9]2[CH:14]=[CH:13][C:12]([O:15][C:16]([F:19])([F:18])[F:17])=[CH:11][CH:10]=2)=[O:7])=[CH:4][N:3]=1)([CH3:51])[CH3:50], predict the reactants needed to synthesize it. The reactants are: Cl[C:2]1[C:21]([C:22]2[CH:23]=[N:24][CH:25]=[N:26][CH:27]=2)=[CH:20][C:5]([C:6]([NH:8][C:9]2[CH:14]=[CH:13][C:12]([O:15][C:16]([F:19])([F:18])[F:17])=[CH:11][CH:10]=2)=[O:7])=[CH:4][N:3]=1.C([Sn](CCCC)(CCCC)C(OCC)=C)CCC.C([O:48][C:49]([C:51]1C(C2C=NC=NC=2)=CC(C(NC2C=CC(OC(F)(F)F)=CC=2)=O)=CN=1)=[CH2:50])C.Cl.C([O-])([O-])=O.[Na+].[Na+].C(C1C(C2C=NC=NC=2)=CC(C(NC2C=CC(OC(F)(F)F)=CC=2)=O)=CN=1)(=O)C.C[Mg+].[Br-].C1COCC1.C1(C)C=CC=CC=1.[NH4+].[Cl-].